From a dataset of Forward reaction prediction with 1.9M reactions from USPTO patents (1976-2016). Predict the product of the given reaction. (1) Given the reactants [C:1]([NH:4][CH2:5][CH2:6][S:7]([N:10]1[CH2:15][CH2:14][N:13]([S:16]([C:19]2[S:20][C:21]([C:24]3[CH:29]=[CH:28][C:27]([F:30])=[CH:26][CH:25]=3)=[CH:22][CH:23]=2)(=[O:18])=[O:17])[C@@H:12]([C:31]([NH:33][O:34]C(C)(C)C)=[O:32])[CH2:11]1)(=[O:9])=[O:8])(=[O:3])[CH3:2], predict the reaction product. The product is: [C:1]([NH:4][CH2:5][CH2:6][S:7]([N:10]1[CH2:15][CH2:14][N:13]([S:16]([C:19]2[S:20][C:21]([C:24]3[CH:29]=[CH:28][C:27]([F:30])=[CH:26][CH:25]=3)=[CH:22][CH:23]=2)(=[O:17])=[O:18])[C@@H:12]([C:31]([NH:33][OH:34])=[O:32])[CH2:11]1)(=[O:9])=[O:8])(=[O:3])[CH3:2]. (2) Given the reactants [Cl:1][C:2]1[N:6]2[N:7]=[C:8](Cl)[CH:9]=[CH:10][C:5]2=[N:4][N:3]=1.[OH:12][CH2:13][CH:14]1[CH2:17][CH2:16][O:15]1.C(=O)([O-])[O-].[K+].[K+], predict the reaction product. The product is: [Cl:1][C:2]1[N:6]2[N:7]=[C:8]([O:12][CH2:13][CH:14]3[CH2:17][CH2:16][O:15]3)[CH:9]=[CH:10][C:5]2=[N:4][N:3]=1.